This data is from NCI-60 drug combinations with 297,098 pairs across 59 cell lines. The task is: Regression. Given two drug SMILES strings and cell line genomic features, predict the synergy score measuring deviation from expected non-interaction effect. (1) Drug 1: CC1=C2C(C(=O)C3(C(CC4C(C3C(C(C2(C)C)(CC1OC(=O)C(C(C5=CC=CC=C5)NC(=O)OC(C)(C)C)O)O)OC(=O)C6=CC=CC=C6)(CO4)OC(=O)C)OC)C)OC. Drug 2: CC=C1C(=O)NC(C(=O)OC2CC(=O)NC(C(=O)NC(CSSCCC=C2)C(=O)N1)C(C)C)C(C)C. Cell line: SK-MEL-28. Synergy scores: CSS=50.0, Synergy_ZIP=-9.01, Synergy_Bliss=-12.2, Synergy_Loewe=-7.23, Synergy_HSA=-5.38. (2) Drug 1: CCC1=CC2CC(C3=C(CN(C2)C1)C4=CC=CC=C4N3)(C5=C(C=C6C(=C5)C78CCN9C7C(C=CC9)(C(C(C8N6C)(C(=O)OC)O)OC(=O)C)CC)OC)C(=O)OC.C(C(C(=O)O)O)(C(=O)O)O. Drug 2: CCN(CC)CCNC(=O)C1=C(NC(=C1C)C=C2C3=C(C=CC(=C3)F)NC2=O)C. Cell line: MALME-3M. Synergy scores: CSS=42.9, Synergy_ZIP=5.79, Synergy_Bliss=7.31, Synergy_Loewe=-3.07, Synergy_HSA=7.00. (3) Synergy scores: CSS=29.8, Synergy_ZIP=-7.63, Synergy_Bliss=-0.659, Synergy_Loewe=0.107, Synergy_HSA=0.687. Cell line: MCF7. Drug 2: CCCCC(=O)OCC(=O)C1(CC(C2=C(C1)C(=C3C(=C2O)C(=O)C4=C(C3=O)C=CC=C4OC)O)OC5CC(C(C(O5)C)O)NC(=O)C(F)(F)F)O. Drug 1: CC1OCC2C(O1)C(C(C(O2)OC3C4COC(=O)C4C(C5=CC6=C(C=C35)OCO6)C7=CC(=C(C(=C7)OC)O)OC)O)O. (4) Drug 1: C1=CC(=CC=C1CCC2=CNC3=C2C(=O)NC(=N3)N)C(=O)NC(CCC(=O)O)C(=O)O. Drug 2: CC1C(C(CC(O1)OC2CC(CC3=C2C(=C4C(=C3O)C(=O)C5=C(C4=O)C(=CC=C5)OC)O)(C(=O)C)O)N)O.Cl. Cell line: MOLT-4. Synergy scores: CSS=88.9, Synergy_ZIP=1.90, Synergy_Bliss=1.59, Synergy_Loewe=-0.361, Synergy_HSA=2.85.